From a dataset of Full USPTO retrosynthesis dataset with 1.9M reactions from patents (1976-2016). Predict the reactants needed to synthesize the given product. (1) Given the product [CH2:1]([N:8]([CH2:30][CH:31]([CH2:32][C:33]([OH:44])=[O:37])[CH2:39][C:38]([OH:41])=[O:40])[C:9](=[O:29])[CH2:10][CH:11]1[C:20]2[C:15](=[CH:16][C:17]([O:21][CH2:22][C:23]3[CH:24]=[CH:25][CH:26]=[CH:27][CH:28]=3)=[CH:18][CH:19]=2)[CH2:14][CH2:13][CH2:12]1)[C:2]1[CH:3]=[CH:4][CH:5]=[CH:6][CH:7]=1, predict the reactants needed to synthesize it. The reactants are: [CH2:1]([N:8]([CH2:30][CH:31]1CC(O)[CH:33]([OH:37])[CH2:32]1)[C:9](=[O:29])[CH2:10][CH:11]1[C:20]2[C:15](=[CH:16][C:17]([O:21][CH2:22][C:23]3[CH:28]=[CH:27][CH:26]=[CH:25][CH:24]=3)=[CH:18][CH:19]=2)[CH2:14][CH2:13][CH2:12]1)[C:2]1[CH:7]=[CH:6][CH:5]=[CH:4][CH:3]=1.[C:38]([OH:41])(=[O:40])[CH3:39].C(O)(=[O:44])C.IC1C=CC=CC=1.S([O-])([O-])(=O)=S.[Na+].[Na+].Cl. (2) Given the product [CH3:28][O:27][CH2:26][CH2:25][CH2:24][O:1][C:2]1[CH:10]=[C:9]2[C:5]([CH2:6][CH2:7][C:8]2=[O:11])=[CH:4][CH:3]=1, predict the reactants needed to synthesize it. The reactants are: [OH:1][C:2]1[CH:10]=[C:9]2[C:5]([CH2:6][CH2:7][C:8]2=[O:11])=[CH:4][CH:3]=1.CC1C=CC(S(OC[CH2:24][CH2:25][CH2:26][O:27][CH3:28])(=O)=O)=CC=1.[I-].[K+].C(=O)([O-])[O-].[K+].[K+]. (3) Given the product [CH2:1]([O:8][C:9]1[N:10]=[C:11]([C:37]2[CH:38]=[CH:39][C:34]3[N:35]([CH:49]=[C:32]([C:30]([NH:29][C:23]4[CH:28]=[CH:27][CH:26]=[CH:25][CH:24]=4)=[O:31])[N:33]=3)[CH:36]=2)[CH:12]=[CH:13][CH:14]=1)[C:2]1[CH:7]=[CH:6][CH:5]=[CH:4][CH:3]=1, predict the reactants needed to synthesize it. The reactants are: [CH2:1]([O:8][C:9]1[CH:14]=[CH:13][CH:12]=[C:11](Br)[N:10]=1)[C:2]1[CH:7]=[CH:6][CH:5]=[CH:4][CH:3]=1.C(=O)([O-])[O-].[Cs+].[Cs+].Br.[C:23]1([NH:29][C:30]([C:32]2[N:33]=[C:34]3[CH:39]=[CH:38][C:37](B4OC(C)(C)C(C)(C)O4)=[CH:36][N:35]3[CH:49]=2)=[O:31])[CH:28]=[CH:27][CH:26]=[CH:25][CH:24]=1. (4) Given the product [C:20]([O:23][CH2:24][CH2:25][CH2:26][C:27]1[CH:28]=[C:29]([C:35](=[O:41])[CH2:36][CH2:37][C:38]([NH:13][C:11]2[S:12][C:8]([CH2:1][C:2]3[CH:3]=[CH:4][CH:5]=[CH:6][CH:7]=3)=[C:9]([C:14]3[CH:19]=[CH:18][CH:17]=[CH:16][CH:15]=3)[CH:10]=2)=[O:39])[CH:30]=[CH:31][C:32]=1[O:33][CH3:34])(=[O:22])[CH3:21], predict the reactants needed to synthesize it. The reactants are: [CH2:1]([C:8]1[S:12][C:11]([NH2:13])=[CH:10][C:9]=1[C:14]1[CH:19]=[CH:18][CH:17]=[CH:16][CH:15]=1)[C:2]1[CH:7]=[CH:6][CH:5]=[CH:4][CH:3]=1.[C:20]([O:23][CH2:24][CH2:25][CH2:26][C:27]1[CH:28]=[C:29]([C:35](=[O:41])[CH2:36][CH2:37][C:38](O)=[O:39])[CH:30]=[CH:31][C:32]=1[O:33][CH3:34])(=[O:22])[CH3:21].C1C=CC2N(O)N=NC=2C=1.CCN=C=NCCCN(C)C. (5) Given the product [NH:26]1[CH:25]=[C:24]([C:20]2[CH:19]=[C:18]3[C:23](=[CH:22][CH:21]=2)[N:15]([CH2:14][CH:11]2[CH2:10][CH2:9][N:8]([C:6]([NH:5][CH2:1][CH:2]([CH3:4])[CH3:3])=[O:7])[CH2:13][CH2:12]2)[CH2:16][CH2:17]3)[CH:28]=[N:27]1, predict the reactants needed to synthesize it. The reactants are: [CH2:1]([NH:5][C:6]([N:8]1[CH2:13][CH2:12][CH:11]([CH2:14][N:15]2[C:23]3[C:18](=[CH:19][C:20]([C:24]4[CH:25]=[N:26][N:27](C5CCCCO5)[CH:28]=4)=[CH:21][CH:22]=3)[CH:17]=[CH:16]2)[CH2:10][CH2:9]1)=[O:7])[CH:2]([CH3:4])[CH3:3].C(NC(N1CCC(CN2C3C(=CC(C4C=NN(C(=O)NCC(C)C)C=4)=CC=3)C=C2)CC1)=O)C(C)C.[BH3-]C#N.[Na+].Cl. (6) Given the product [Br:26][C:23]1[CH:22]=[CH:21][C:20]([CH2:19][CH2:18][N:38]2[CH:39]=[CH:40][C:41]3[O:42][C:34]([C:31]4[CH:30]=[CH:29][C:28]([Cl:27])=[CH:33][CH:32]=4)=[CH:35][C:36]=3[C:37]2=[O:43])=[CH:25][CH:24]=1, predict the reactants needed to synthesize it. The reactants are: C(=O)([O-])[O-].[Cs+].[Cs+].CC1C=CC(S(O[CH2:18][CH2:19][C:20]2[CH:25]=[CH:24][C:23]([Br:26])=[CH:22][CH:21]=2)(=O)=O)=CC=1.[Cl:27][C:28]1[CH:33]=[CH:32][C:31]([C:34]2[O:42][C:41]3[CH:40]=[CH:39][NH:38][C:37](=[O:43])[C:36]=3[CH:35]=2)=[CH:30][CH:29]=1. (7) Given the product [CH3:23][S:24]([O:9][CH2:8][CH:7]([C:1]1[CH:2]=[CH:3][CH:4]=[CH:5][CH:6]=1)[C:10]1[CH:11]=[CH:12][CH:13]=[CH:14][CH:15]=1)(=[O:26])=[O:25], predict the reactants needed to synthesize it. The reactants are: [C:1]1([CH:7]([C:10]2[CH:15]=[CH:14][CH:13]=[CH:12][CH:11]=2)[CH2:8][OH:9])[CH:6]=[CH:5][CH:4]=[CH:3][CH:2]=1.C(N(CC)CC)C.[CH3:23][S:24](Cl)(=[O:26])=[O:25].